Task: Predict the reactants needed to synthesize the given product.. Dataset: Full USPTO retrosynthesis dataset with 1.9M reactions from patents (1976-2016) (1) The reactants are: [NH2:1][C:2]1[C:7]([NH:8][C:9](=O)[C:10]2[CH:15]=[CH:14][CH:13]=[CH:12][C:11]=2[S:16][CH2:17][CH3:18])=[CH:6][C:5]([C:20]([F:23])([F:22])[F:21])=[CH:4][N:3]=1.C(O)(C)(C)C.[H-].[Na+]. Given the product [CH2:17]([S:16][C:11]1[CH:12]=[CH:13][CH:14]=[CH:15][C:10]=1[C:9]1[NH:1][C:2]2=[N:3][CH:4]=[C:5]([C:20]([F:23])([F:22])[F:21])[CH:6]=[C:7]2[N:8]=1)[CH3:18], predict the reactants needed to synthesize it. (2) Given the product [Cl:17][C:16]1[CH:15]=[CH:14][C:13]([N+:18]([O-:20])=[O:19])=[C:10]([CH2:11][Cl:23])[C:9]=1[Cl:8], predict the reactants needed to synthesize it. The reactants are: C(N(CC)CC)C.[Cl:8][C:9]1[C:16]([Cl:17])=[CH:15][CH:14]=[C:13]([N+:18]([O-:20])=[O:19])[C:10]=1[CH2:11]O.S(Cl)([Cl:23])=O.O. (3) Given the product [NH2:11][C:12]1[CH:17]=[CH:16][C:15]([CH3:21])=[C:14]([C:2]2[N:7]=[C:6]([NH2:8])[N:5]=[C:4]([NH:9][CH3:10])[CH:3]=2)[CH:13]=1, predict the reactants needed to synthesize it. The reactants are: Cl[C:2]1[N:7]=[C:6]([NH2:8])[N:5]=[C:4]([NH:9][CH3:10])[CH:3]=1.[NH2:11][C:12]1[CH:13]=[CH:14][C:15]([CH3:21])=[C:16](B(O)O)[CH:17]=1.C(=O)([O-])[O-].[Na+].[Na+].O1CCOCC1. (4) Given the product [NH2:27][C@@H:24]1[CH2:25][CH2:26][N:22]([C:3]2[C:2]([C:39]3[CH:40]=[N:41][C:36]([CH3:35])=[CH:37][CH:38]=3)=[CH:7][C:6]([C:8]([NH:9][C:10]3[CH:15]=[CH:14][C:13]([O:16][C:17]([F:20])([F:19])[F:18])=[CH:12][CH:11]=3)=[O:21])=[CH:5][N:4]=2)[CH2:23]1, predict the reactants needed to synthesize it. The reactants are: Br[C:2]1[C:3]([N:22]2[CH2:26][CH2:25][C@@H:24]([NH:27]C(=O)OC(C)(C)C)[CH2:23]2)=[N:4][CH:5]=[C:6]([C:8](=[O:21])[NH:9][C:10]2[CH:15]=[CH:14][C:13]([O:16][C:17]([F:20])([F:19])[F:18])=[CH:12][CH:11]=2)[CH:7]=1.[CH3:35][C:36]1[N:41]=[CH:40][C:39](B(O)O)=[CH:38][CH:37]=1. (5) Given the product [CH2:1]([O:3][C:4]([C:6]1[S:7][C:8]([Br:17])=[C:9]2[CH2:14][C:13]([CH3:15])([CH3:16])[CH2:12][CH2:11][C:10]=12)=[O:5])[CH3:2], predict the reactants needed to synthesize it. The reactants are: [CH2:1]([O:3][C:4]([C:6]1[S:7][CH:8]=[C:9]2[CH2:14][C:13]([CH3:16])([CH3:15])[CH2:12][CH2:11][C:10]=12)=[O:5])[CH3:2].[Br:17]Br. (6) The reactants are: Br[C:2]1[C:3]([CH3:22])=[CH:4][C:5]([O:20][CH3:21])=[C:6]([CH:19]=1)[C:7]([NH:9][C:10]1([C:13]2[CH:18]=[CH:17][CH:16]=[CH:15][N:14]=2)[CH2:12][CH2:11]1)=[O:8].O1CCOCC1.[F:29][C:30]1[CH:35]=[CH:34][C:33]([C:36]2[O:37][C:38]3[CH:48]=[CH:47][C:46](B4OC(C)(C)C(C)(C)O4)=[CH:45][C:39]=3[C:40]=2[C:41]([NH:43][CH3:44])=[O:42])=[CH:32][CH:31]=1.C(=O)([O-])[O-].[Cs+].[Cs+]. Given the product [F:29][C:30]1[CH:35]=[CH:34][C:33]([C:36]2[O:37][C:38]3[CH:48]=[CH:47][C:46]([C:2]4[CH:19]=[C:6]([C:7](=[O:8])[NH:9][C:10]5([C:13]6[CH:18]=[CH:17][CH:16]=[CH:15][N:14]=6)[CH2:12][CH2:11]5)[C:5]([O:20][CH3:21])=[CH:4][C:3]=4[CH3:22])=[CH:45][C:39]=3[C:40]=2[C:41]([NH:43][CH3:44])=[O:42])=[CH:32][CH:31]=1, predict the reactants needed to synthesize it.